From a dataset of Drug-target binding data from BindingDB using IC50 measurements. Regression. Given a target protein amino acid sequence and a drug SMILES string, predict the binding affinity score between them. We predict pIC50 (pIC50 = -log10(IC50 in M); higher means more potent). Dataset: bindingdb_ic50. (1) The small molecule is C[C@H]1COCCN1C[C@H]1CN(S(=O)(=O)c2cccs2)CCN1c1ccc(C(C)(O)C(F)(F)F)cc1. The target protein sequence is MLDDRARMEAAKKEKVEQILAEFQLQEEDLKKVMRRMQKEMDRGLRLETHEEASVKMLPTYVRSTPEGSEVGDFLSLDLGGTNFRVMLVKVGEGEEGQWSVKTKHQMYSIPEDAMTGTAEMLFDYISECISDFLDKHQMKHKKLPLGFTFSFPVRHEDIDKGILLNWTKGFKASGAEGNNVVGLLRDAIKRRGDFEMDVVAMVNDTVATMISCYYEDHQCEVGMIVGTGCNACYMEEMQNVELVEGDEGRMCVNTEWGAFGDSGELDEFLLEYDRLVDESSANPGQQLYEKLIGGKYMGELVRLVLLRLVDENLLFHGEASEQLRTRGAFETRFVSQVESDTGDRKQIYNILSTLGLRPSTTDCDIVRRACESVSTRAAHMCSAGLAGVINRMRESRSEDVMRITVGVDGSVYKLHPSFKERFHASVRRLTPSCEITFIESEEGSGRGAALVSAVACKKACMLGQ. The pIC50 is 8.2. (2) The compound is O=C1OC[C@@H](O)[C@H]([C@@H]2OC(=O)c3cc(O)c(O)c(O)c3-c3c(O)c(O)c(O)c4c3C(=O)O[C@H]2[C@H]4O)OC(=O)c2cc(O)c(O)c(O)c2-c2c1cc(O)c(O)c2O. The target protein (P00735) has sequence MARVRGPRLPGCLALAALFSLVHSQHVFLAHQQASSLLQRARRANKGFLEEVRKGNLERECLEEPCSREEAFEALESLSATDAFWAKYTACESARNPREKLNECLEGNCAEGVGMNYRGNVSVTRSGIECQLWRSRYPHKPEINSTTHPGADLRENFCRNPDGSITGPWCYTTSPTLRREECSVPVCGQDRVTVEVIPRSGGSTTSQSPLLETCVPDRGREYRGRLAVTTSGSRCLAWSSEQAKALSKDQDFNPAVPLAENFCRNPDGDEEGAWCYVADQPGDFEYCDLNYCEEPVDGDLGDRLGEDPDPDAAIEGRTSEDHFQPFFNEKTFGAGEADCGLRPLFEKKQVQDQTEKELFESYIEGRIVEGQDAEVGLSPWQVMLFRKSPQELLCGASLISDRWVLTAAHCLLYPPWDKNFTVDDLLVRIGKHSRTRYERKVEKISMLDKIYIHPRYNWKENLDRDIALLKLKRPIELSDYIHPVCLPDKQTAAKLLHAGF.... The pIC50 is 7.6. (3) The target protein (Q92887) has sequence MLEKFCNSTFWNSSFLDSPEADLPLCFEQTVLVWIPLGYLWLLAPWQLLHVYKSRTKRSSTTKLYLAKQVFVGFLLILAAIELALVLTEDSGQATVPAVRYTNPSLYLGTWLLVLLIQYSRQWCVQKNSWFLSLFWILSILCGTFQFQTLIRTLLQGDNSNLAYSCLFFISYGFQILILIFSAFSENNESSNNPSSIASFLSSITYSWYDSIILKGYKRPLTLEDVWEVDEEMKTKTLVSKFETHMKRELQKARRALQRRQEKSSQQNSGARLPGLNKNQSQSQDALVLEDVEKKKKKSGTKKDVPKSWLMKALFKTFYMVLLKSFLLKLVNDIFTFVSPQLLKLLISFASDRDTYLWIGYLCAILLFTAALIQSFCLQCYFQLCFKLGVKVRTAIMASVYKKALTLSNLARKEYTVGETVNLMSVDAQKLMDVTNFMHMLWSSVLQIVLSIFFLWRELGPSVLAGVGVMVLVIPINAILSTKSKTIQVKNMKNKDKRLK.... The small molecule is CN1[C@@H]2CC[C@@H]1CC(OC(=O)C(CO)c1ccccc1)C2. The pIC50 is 3.9. (4) The pIC50 is 6.9. The compound is Fc1ccc(OCCC2CCN(Cc3ccccc3)CC2)cc1. The target protein (P61168) has sequence MDPLNLSWYDDDLERQNWSRPFNGSEGKPDRPHYNYYAMLLTLLIFIIVFGNVLVCMAVSREKALQTTTNYLIVSLAVADLLVATLVMPWVVYLEVVGEWKFSRIHCDIFVTLDVMMCTASILNLCAISIDRYTAVAMPMLYNTRYSSKRRVTVMIAIVWVLSFTISCPLLFGLNNTDQNECIIANPAFVVYSSIVSFYVPFIVTLLVYIKIYIVLRKRRKRVNTKRSSRAFRANLKTPLKGNCTHPEDMKLCTVIMKSNGSFPVNRRRMDAARRAQELEMEMLSSTSPPERTRYSPIPPSHHQLTLPDPSHHGLHSNPDSPAKPEKNGHAKIVNPRIAKFFEIQTMPNGKTRTSLKTMSRRKLSQQKEKKATQMLAIVLGVFIICWLPFFITHILNIHCDCNIPPVLYSAFTWLGYVNSAVNPIIYTTFNIEFRKAFMKILHC. (5) The small molecule is OCC1(O)C(O)C(O)C2(CO)OCC(Nc3ccccc3)=NC12. The target protein (Q9MYM4) has sequence MMRWPPCSRPLLGVCTLLSLALLGHILLHDLEVVPRELRGFSQDEIHQACQPGASSPECRGSPRAAPTQCDLPPNSRFDCAPDKGITPQQCEARGCCYMPAEWPPDAQMGQPWCFFPPSYPSYRLENLTTTETGYTATLTRAVPTFFPKDIMTLRLDMLMETESRLHFTIKDPANRRYEVPLETPRVYSQAPFTLYSVEFSEEPFGVVVRRKLDGRVLLNTTVAPLFFADQFLQLSTSLPSQHITGLAEHLGSLMLSTNWTKITLWNRDIAPEPNVNLYGSHPFYLVLEDGGLAHGVFLLNSNAMDVVLQPSPALSWRSTGGILDVYIFLGPEPKSVVQQYLDVVGYPFMPPYWGLGFHLCRWGYSTSAITRQVVENMTRAYFPLDVQWNDLDYMDARRDFTFNKDHFGDFPAMVQELHQGGRRYIMIVDPAISSSGPAGTYRPYDEGLRRGVFITNETGQPLIGQVWPGLTAFPDFTNPETLDWWQDMVTEFHAQVPFD.... The pIC50 is 4.6. (6) The drug is C=Cc1ccc(CN2C(=O)C(=O)c3cc(S(=O)(=O)N4CCC[C@H]4COC)ccc32)cc1. The target protein (P29466) has sequence MADKVLKEKRKLFIRSMGEGTINGLLDELLQTRVLNKEEMEKVKRENATVMDKTRALIDSVIPKGAQACQICITYICEEDSYLAGTLGLSADQTSGNYLNMQDSQGVLSSFPAPQAVQDNPAMPTSSGSEGNVKLCSLEEAQRIWKQKSAEIYPIMDKSSRTRLALIICNEEFDSIPRRTGAEVDITGMTMLLQNLGYSVDVKKNLTASDMTTELEAFAHRPEHKTSDSTFLVFMSHGIREGICGKKHSEQVPDILQLNAIFNMLNTKNCPSLKDKPKVIIIQACRGDSPGVVWFKDSVGVSGNLSLPTTEEFEDDAIKKAHIEKDFIAFCSSTPDNVSWRHPTMGSVFIGRLIEHMQEYACSCDVEEIFRKVRFSFEQPDGRAQMPTTERVTLTRCFYLFPGH. The pIC50 is 3.3.